Dataset: Full USPTO retrosynthesis dataset with 1.9M reactions from patents (1976-2016). Task: Predict the reactants needed to synthesize the given product. Given the product [Br:2][C:3]1[CH:4]=[C:5]([C:9]2[N:10]=[C:19]([C:20]([O:22][CH2:23][CH3:24])=[O:21])[C:17]3[CH2:18][C:13]([CH3:12])([CH3:27])[CH2:14][CH2:15][C:16]=3[N:11]=2)[CH:6]=[CH:7][CH:8]=1, predict the reactants needed to synthesize it. The reactants are: Cl.[Br:2][C:3]1[CH:4]=[C:5]([C:9](=[NH:11])[NH2:10])[CH:6]=[CH:7][CH:8]=1.[CH3:12][C:13]1([CH3:27])[CH2:18][CH:17]([C:19](=O)[C:20]([O:22][CH2:23][CH3:24])=[O:21])[C:16](=O)[CH2:15][CH2:14]1.[O-]CC.[Na+].